This data is from Reaction yield outcomes from USPTO patents with 853,638 reactions. The task is: Predict the reaction yield, written as a fraction of the theoretical maximum amount of product (1.0 means a 100% yield; for example, 0.34 means a 34% yield). (1) The reactants are [NH2:1][C:2]1[CH:7]=[C:6]([CH3:8])[CH:5]=[CH:4][C:3]=1[OH:9].[Br:10][C:11]1[CH:16]=[CH:15][C:14]([N:17]=[C:18]=S)=[CH:13][CH:12]=1.C(N(CC)CC)C. The catalyst is O1CCCC1.S([O-])([O-])(=O)=O.[Cu+2]. The product is [Br:10][C:11]1[CH:16]=[CH:15][C:14]([NH:17][C:18]2[O:9][C:3]3[CH:4]=[CH:5][C:6]([CH3:8])=[CH:7][C:2]=3[N:1]=2)=[CH:13][CH:12]=1. The yield is 0.810. (2) The reactants are [CH2:1]([C:4]1([CH3:22])[O:9][C:8](=[O:10])[NH:7][C:6]2[CH:11]=[CH:12][C:13]([C:15]3[CH:20]=[CH:19][CH:18]=[C:17]([Cl:21])[CH:16]=3)=[CH:14][C:5]1=2)[CH:2]=[CH2:3].ClC(Cl)(OC(=O)OC(Cl)(Cl)Cl)Cl. The catalyst is C1COCC1. The product is [CH2:1]([C:4]1([CH3:22])[O:9][C:8](=[O:10])[NH:7][C:6]2[CH:11]=[CH:12][C:13]([C:15]3[CH:20]=[CH:19][CH:18]=[C:17]([Cl:21])[CH:16]=3)=[CH:14][C:5]1=2)[C:2]1[CH:3]=[CH:2][CH:1]=[CH:4][CH:3]=1. The yield is 0.300. (3) The reactants are S(=O)(=O)(O)O.[CH3:6][O:7][C:8]1[CH:13]=[CH:12][C:11]([OH:14])=[CH:10][C:9]=1[CH3:15].[C:16](O)([CH3:19])([CH3:18])[CH3:17]. The catalyst is C(O)(=O)C. The product is [C:16]([C:12]1[CH:13]=[C:8]([O:7][CH3:6])[C:9]([CH3:15])=[CH:10][C:11]=1[OH:14])([CH3:19])([CH3:18])[CH3:17]. The yield is 0.930. (4) The reactants are [CH3:1][S:2]([C:5]1[CH:13]=[CH:12][C:8]([C:9]([OH:11])=O)=[CH:7][CH:6]=1)(=[O:4])=[O:3].C(Cl)(=O)C(Cl)=O.[NH2:20][C:21]1[C:22]([N:28]2[CH2:33][CH2:32][N:31]([C:34](=[O:43])[CH2:35][N:36]3[C:40]([CH3:41])=[CH:39][C:38]([CH3:42])=[N:37]3)[CH2:30][CH2:29]2)=[N:23][CH:24]=[C:25]([Cl:27])[CH:26]=1.C(N(CC)C(C)C)(C)C. The catalyst is C(Cl)Cl.CN(C)C=O. The product is [Cl:27][C:25]1[CH:26]=[C:21]([NH:20][C:9](=[O:11])[C:8]2[CH:7]=[CH:6][C:5]([S:2]([CH3:1])(=[O:3])=[O:4])=[CH:13][CH:12]=2)[C:22]([N:28]2[CH2:33][CH2:32][N:31]([C:34](=[O:43])[CH2:35][N:36]3[C:40]([CH3:41])=[CH:39][C:38]([CH3:42])=[N:37]3)[CH2:30][CH2:29]2)=[N:23][CH:24]=1. The yield is 0.360. (5) The reactants are [Cl-].O[NH3+:3].[C:4](=[O:7])([O-])[OH:5].[Na+].CS(C)=O.[CH2:13]([C:15]1[N:16]=[C:17]([CH2:47][CH2:48][CH3:49])[N:18]([CH2:32][C:33]2[CH:38]=[CH:37][C:36]([C:39]3[C:40]([C:45]#[N:46])=[CH:41][CH:42]=[CH:43][CH:44]=3)=[CH:35][CH:34]=2)[C:19](=[O:31])[C:20]=1[C:21]1[CH:22]=[N:23][C:24]([O:27][CH:28]([CH3:30])[CH3:29])=[CH:25][CH:26]=1)[CH3:14]. The catalyst is C(OCC)(=O)C. The product is [CH2:13]([C:15]1[N:16]=[C:17]([CH2:47][CH2:48][CH3:49])[N:18]([CH2:32][C:33]2[CH:34]=[CH:35][C:36]([C:39]3[CH:44]=[CH:43][CH:42]=[CH:41][C:40]=3[C:45]3[NH:3][C:4](=[O:7])[O:5][N:46]=3)=[CH:37][CH:38]=2)[C:19](=[O:31])[C:20]=1[C:21]1[CH:22]=[N:23][C:24]([O:27][CH:28]([CH3:29])[CH3:30])=[CH:25][CH:26]=1)[CH3:14]. The yield is 0.760. (6) The yield is 0.620. The reactants are C([O:3][C:4](=[O:33])[CH2:5][CH2:6][CH2:7][CH2:8][CH2:9][O:10][CH2:11][CH2:12][O:13][CH2:14][CH2:15][O:16][CH2:17][CH2:18][O:19][CH2:20][CH2:21][O:22][CH2:23][CH2:24][O:25][CH2:26][CH2:27][O:28][CH2:29][CH2:30][O:31][CH3:32])C. The product is [CH3:32][O:31][CH2:30][CH2:29][O:28][CH2:27][CH2:26][O:25][CH2:24][CH2:23][O:22][CH2:21][CH2:20][O:19][CH2:18][CH2:17][O:16][CH2:15][CH2:14][O:13][CH2:12][CH2:11][O:10][CH2:9][CH2:8][CH2:7][CH2:6][CH2:5][C:4]([OH:33])=[O:3]. The catalyst is [OH-].[Na+]. (7) The reactants are [Cl:1][C:2]1[CH:3]=[C:4]([N:8]2[N:12]=[N:11][C:10]([CH:13]3[CH2:18][O:17][CH2:16][CH2:15][N:14]3C(OC(C)(C)C)=O)=[N:9]2)[CH:5]=[CH:6][CH:7]=1.FC(F)(F)C(O)=O.C(=O)([O-])[O-].[Na+].[Na+]. The catalyst is ClCCl. The product is [Cl:1][C:2]1[CH:3]=[C:4]([N:8]2[N:12]=[N:11][C:10]([CH:13]3[CH2:18][O:17][CH2:16][CH2:15][NH:14]3)=[N:9]2)[CH:5]=[CH:6][CH:7]=1. The yield is 0.900. (8) The reactants are [CH3:1][C:2]1[CH:7]=[CH:6][N:5]=[CH:4][C:3]=1[N:8]1[CH2:12][CH2:11][NH:10][C:9]1=[O:13].Br[C:15]1[CH:20]=[CH:19][C:18]([F:21])=[C:17]([O:22][CH3:23])[CH:16]=1.N[C@@H]1CCCC[C@H]1N.P([O-])([O-])([O-])=O.[K+].[K+].[K+]. The catalyst is [Cu](I)I.O1CCOCC1. The product is [F:21][C:18]1[CH:19]=[CH:20][C:15]([N:10]2[CH2:11][CH2:12][N:8]([C:3]3[CH:4]=[N:5][CH:6]=[CH:7][C:2]=3[CH3:1])[C:9]2=[O:13])=[CH:16][C:17]=1[O:22][CH3:23]. The yield is 0.667. (9) The reactants are [CH2:1]([O:3][C:4](=[O:32])[C:5]([CH3:31])([CH3:30])[CH2:6][C:7]1[CH:12]=[CH:11][CH:10]=[C:9]([C:13](=[O:29])[C:14]2[CH:19]=[CH:18][CH:17]=[C:16]([CH2:20][C:21]([C:24]([O:26][CH2:27][CH3:28])=[O:25])([CH3:23])[CH3:22])[CH:15]=2)[CH:8]=1)[CH3:2].[BH4-].[Na+].O.ClCCl. The catalyst is CO. The product is [CH2:1]([O:3][C:4](=[O:32])[C:5]([CH3:30])([CH3:31])[CH2:6][C:7]1[CH:12]=[CH:11][CH:10]=[C:9]([CH:13]([C:14]2[CH:19]=[CH:18][CH:17]=[C:16]([CH2:20][C:21]([C:24]([O:26][CH2:27][CH3:28])=[O:25])([CH3:23])[CH3:22])[CH:15]=2)[OH:29])[CH:8]=1)[CH3:2]. The yield is 1.00.